The task is: Predict the reactants needed to synthesize the given product.. This data is from Full USPTO retrosynthesis dataset with 1.9M reactions from patents (1976-2016). (1) Given the product [CH:21](=[N:2][CH2:3][C:4]([O:6][CH3:7])=[O:5])[C:15]1[CH:20]=[CH:19][CH:18]=[CH:17][CH:16]=1, predict the reactants needed to synthesize it. The reactants are: Cl.[NH2:2][CH2:3][C:4]([O:6][CH3:7])=[O:5].CCN(CC)CC.[C:15]1([CH:21]=O)[CH:20]=[CH:19][CH:18]=[CH:17][CH:16]=1. (2) Given the product [CH2:21]([C:18]([NH:17][C:14]([C:12]1[CH:11]=[CH:10][CH:9]=[C:8]([C:4]2[CH:5]=[CH:6][CH:7]=[C:2]([Cl:1])[CH:3]=2)[N:13]=1)=[O:16])([CH2:19][OH:20])[CH2:23][CH3:24])[CH3:22], predict the reactants needed to synthesize it. The reactants are: [Cl:1][C:2]1[CH:3]=[C:4]([C:8]2[N:13]=[C:12]([C:14]([OH:16])=O)[CH:11]=[CH:10][CH:9]=2)[CH:5]=[CH:6][CH:7]=1.[NH2:17][C:18]([CH2:23][CH3:24])([CH2:21][CH3:22])[CH2:19][OH:20]. (3) Given the product [OH:34][C@H:33]([CH3:35])[C:32]([N:27]1[CH2:28][CH2:29][CH:24]([N:23]2[C:13]3[C:12]4[N:11]=[C:10]([C:7]5[CH:8]=[N:9][C:4]([O:3][CH3:2])=[CH:5][CH:6]=5)[CH:19]=[CH:18][C:17]=4[N:16]=[CH:15][C:14]=3[CH2:20][N:21]([CH3:31])[C:22]2=[O:30])[CH2:25][CH2:26]1)=[O:36], predict the reactants needed to synthesize it. The reactants are: Cl.[CH3:2][O:3][C:4]1[N:9]=[CH:8][C:7]([C:10]2[CH:19]=[CH:18][C:17]3[N:16]=[CH:15][C:14]4[CH2:20][N:21]([CH3:31])[C:22](=[O:30])[N:23]([CH:24]5[CH2:29][CH2:28][NH:27][CH2:26][CH2:25]5)[C:13]=4[C:12]=3[N:11]=2)=[CH:6][CH:5]=1.[C:32](O)(=[O:36])[C@@H:33]([CH3:35])[OH:34].ON1C2C=CC=CC=2N=N1.Cl.C(N=C=NCCCN(C)C)C. (4) Given the product [CH3:21][O:20][C:18](=[O:19])[C:17]([OH:22])([C:16]([F:24])([F:23])[F:15])[C:6]1[C:5](=[O:7])[N:4]([C:8]2[CH:13]=[CH:12][C:11]([CH3:14])=[CH:10][CH:9]=2)[NH:3][C:2]=1[CH3:1], predict the reactants needed to synthesize it. The reactants are: [CH3:1][C:2]1[NH:3][N:4]([C:8]2[CH:13]=[CH:12][C:11]([CH3:14])=[CH:10][CH:9]=2)[C:5](=[O:7])[CH:6]=1.[F:15][C:16]([F:24])([F:23])[C:17](=[O:22])[C:18]([O:20][CH3:21])=[O:19]. (5) Given the product [Br:1][C:2]1[N:7]=[CH:6][C:5]2[C:8]([C:15]([NH:18][CH:19]3[CH2:24][CH2:23][O:22][CH2:21][CH2:20]3)=[O:17])=[C:9]([CH3:14])[N:10]([CH:11]([CH3:12])[CH3:13])[C:4]=2[CH:3]=1, predict the reactants needed to synthesize it. The reactants are: [Br:1][C:2]1[N:7]=[CH:6][C:5]2[C:8]([C:15]([OH:17])=O)=[C:9]([CH3:14])[N:10]([CH:11]([CH3:13])[CH3:12])[C:4]=2[CH:3]=1.[NH2:18][CH:19]1[CH2:24][CH2:23][O:22][CH2:21][CH2:20]1.F[P-](F)(F)(F)(F)F.N1(OC(N(C)C)=[N+](C)C)C2C=CC=CC=2N=N1.C(N(CC)C(C)C)(C)C. (6) Given the product [Cl:38][C:39]1[C:40]([C:41]([C:2]2[C:7]([NH:8][S:9]([C:12]3[CH:17]=[CH:16][C:15]([Cl:18])=[C:14]([C:19]([F:20])([F:22])[F:21])[CH:13]=3)(=[O:10])=[O:11])=[CH:6][C:5]([Cl:26])=[CH:4][N:3]=2)=[O:42])=[CH:47][CH:48]=[CH:49][C:50]=1[C:27]([OH:29])=[O:28], predict the reactants needed to synthesize it. The reactants are: Br[C:2]1[C:7]([N:8](COC)[S:9]([C:12]2[CH:17]=[CH:16][C:15]([Cl:18])=[C:14]([C:19]([F:22])([F:21])[F:20])[CH:13]=2)(=[O:11])=[O:10])=[CH:6][C:5]([Cl:26])=[CH:4][N:3]=1.[C:27](=[O:29])=[O:28].CC#N.C([Mg]Cl)(C)C.[Cl:38][C:39]1[C:50](C(N(OC)C)=O)=[CH:49][CH:48]=[CH:47][C:40]=1[C:41](N(OC)C)=[O:42].[NH4+].[Cl-].Cl.O1CCOCC1. (7) Given the product [CH:38]1([CH2:41][C:42]([NH:1][C:2]2[CH:36]=[CH:35][C:5]([O:6][C:7]3[CH:12]=[CH:11][N:10]=[C:9]4[CH:13]=[C:14]([C:16]5[N:21]=[CH:20][C:19]([CH2:22][N:23]([CH2:31][CH2:32][O:33][CH3:34])[C:24](=[O:30])[O:25][C:26]([CH3:29])([CH3:28])[CH3:27])=[CH:18][CH:17]=5)[S:15][C:8]=34)=[C:4]([F:37])[CH:3]=2)=[O:43])[CH2:40][CH2:39]1, predict the reactants needed to synthesize it. The reactants are: [NH2:1][C:2]1[CH:36]=[CH:35][C:5]([O:6][C:7]2[CH:12]=[CH:11][N:10]=[C:9]3[CH:13]=[C:14]([C:16]4[N:21]=[CH:20][C:19]([CH2:22][N:23]([CH2:31][CH2:32][O:33][CH3:34])[C:24](=[O:30])[O:25][C:26]([CH3:29])([CH3:28])[CH3:27])=[CH:18][CH:17]=4)[S:15][C:8]=23)=[C:4]([F:37])[CH:3]=1.[CH:38]1([CH2:41][C:42](O)=[O:43])[CH2:40][CH2:39]1.C(N(CC)CC)C.C1C=C2N=NN(O)C2=CC=1.O.CCN=C=NCCCN(C)C.Cl. (8) Given the product [Br:1][C:2]1[CH:3]=[N:4][C:5]2[N:6]([N:8]=[C:9]([C:11]([N:16]3[CH2:17][CH2:18][C:19]4[C:24](=[CH:23][CH:22]=[CH:21][C:20]=4[CH3:25])[CH:15]3[CH3:14])=[O:13])[CH:10]=2)[CH:7]=1, predict the reactants needed to synthesize it. The reactants are: [Br:1][C:2]1[CH:3]=[N:4][C:5]2[N:6]([N:8]=[C:9]([C:11]([OH:13])=O)[CH:10]=2)[CH:7]=1.[CH3:14][CH:15]1[C:24]2[C:19](=[C:20]([CH3:25])[CH:21]=[CH:22][CH:23]=2)[CH2:18][CH2:17][NH:16]1.